This data is from Peptide-MHC class I binding affinity with 185,985 pairs from IEDB/IMGT. The task is: Regression. Given a peptide amino acid sequence and an MHC pseudo amino acid sequence, predict their binding affinity value. This is MHC class I binding data. (1) The peptide sequence is HEKGINPNY. The MHC is HLA-B58:01 with pseudo-sequence HLA-B58:01. The binding affinity (normalized) is 0.0847. (2) The peptide sequence is RRYDKLMSF. The MHC is HLA-A02:01 with pseudo-sequence HLA-A02:01. The binding affinity (normalized) is 0.0847. (3) The peptide sequence is IVCPGLPLI. The MHC is H-2-Db with pseudo-sequence H-2-Db. The binding affinity (normalized) is 0.321. (4) The MHC is HLA-A26:01 with pseudo-sequence HLA-A26:01. The binding affinity (normalized) is 0. The peptide sequence is SFNPETNIL. (5) The peptide sequence is VYVPSALNPA. The MHC is Patr-A0901 with pseudo-sequence Patr-A0901. The binding affinity (normalized) is 0.626. (6) The peptide sequence is ATGFPFFDR. The MHC is HLA-A11:01 with pseudo-sequence HLA-A11:01. The binding affinity (normalized) is 0.954.